This data is from Forward reaction prediction with 1.9M reactions from USPTO patents (1976-2016). The task is: Predict the product of the given reaction. (1) Given the reactants O[N:2]1C(=O)C2=CC=CC=C2C1=O.[CH:13]1([CH2:18][CH2:19][OH:20])[CH2:17][CH2:16][CH2:15][CH2:14]1, predict the reaction product. The product is: [CH:13]1([CH2:18][CH2:19][O:20][NH2:2])[CH2:17][CH2:16][CH2:15][CH2:14]1. (2) Given the reactants Cl[C:2]1[N:11]=[C:10]([N:12]([CH3:14])[CH3:13])[C:9]2[C:4](=[CH:5][CH:6]=[CH:7][CH:8]=2)[N:3]=1.[C:15]([O:19][C:20](=[O:31])[NH:21][CH2:22][C@H:23]1[CH2:28][CH2:27][C@H:26]([CH2:29][NH2:30])[CH2:25][CH2:24]1)([CH3:18])([CH3:17])[CH3:16].C([O-])(O)=O.[Na+], predict the reaction product. The product is: [C:15]([O:19][C:20](=[O:31])[NH:21][CH2:22][C@H:23]1[CH2:24][CH2:25][C@H:26]([CH2:29][NH:30][C:2]2[N:11]=[C:10]([N:12]([CH3:14])[CH3:13])[C:9]3[C:4](=[CH:5][CH:6]=[CH:7][CH:8]=3)[N:3]=2)[CH2:27][CH2:28]1)([CH3:18])([CH3:16])[CH3:17]. (3) Given the reactants [Cl:1][C:2]1[CH:29]=[C:28]([O:30][CH2:31][CH:32]2[CH2:34][CH2:33]2)[CH:27]=[CH:26][C:3]=1[C:4]([NH:6][C:7]1[CH:24]=C[C:10]([O:11][CH2:12][C@@H:13]([NH:15][C:16](=[O:22])[O:17][C:18]([CH3:21])([CH3:20])[CH3:19])[CH3:14])=[CH:9][C:8]=1O)=[O:5].ClC(Cl)(Cl)C(Cl)(Cl)Cl.C1(P(C2C=CC=CC=2)C2C=CC=CC=2)C=CC=CC=1.C([N:64](CC)CC)C, predict the reaction product. The product is: [Cl:1][C:2]1[CH:29]=[C:28]([O:30][CH2:31][CH:32]2[CH2:33][CH2:34]2)[CH:27]=[CH:26][C:3]=1[C:4]1[O:5][C:8]2[CH:9]=[C:10]([O:11][CH2:12][C@@H:13]([NH:15][C:16](=[O:22])[O:17][C:18]([CH3:20])([CH3:21])[CH3:19])[CH3:14])[N:64]=[CH:24][C:7]=2[N:6]=1. (4) The product is: [CH:1]1([C:4]2[S:8][C:7](=[NH:9])[N:6]([CH2:11][CH:12]3[CH2:16][CH2:15][CH2:14][O:13]3)[N:5]=2)[CH2:3][CH2:2]1. Given the reactants [CH:1]1([C:4]2[S:8][C:7]([NH2:9])=[N:6][N:5]=2)[CH2:3][CH2:2]1.Br[CH2:11][CH:12]1[CH2:16][CH2:15][CH2:14][O:13]1, predict the reaction product.